This data is from NCI-60 drug combinations with 297,098 pairs across 59 cell lines. The task is: Regression. Given two drug SMILES strings and cell line genomic features, predict the synergy score measuring deviation from expected non-interaction effect. (1) Drug 1: CCN(CC)CCNC(=O)C1=C(NC(=C1C)C=C2C3=C(C=CC(=C3)F)NC2=O)C. Drug 2: C(CC(=O)O)C(=O)CN.Cl. Cell line: SK-MEL-28. Synergy scores: CSS=19.6, Synergy_ZIP=-5.08, Synergy_Bliss=0.218, Synergy_Loewe=2.53, Synergy_HSA=1.45. (2) Drug 1: CCC1=CC2CC(C3=C(CN(C2)C1)C4=CC=CC=C4N3)(C5=C(C=C6C(=C5)C78CCN9C7C(C=CC9)(C(C(C8N6C)(C(=O)OC)O)OC(=O)C)CC)OC)C(=O)OC.C(C(C(=O)O)O)(C(=O)O)O. Drug 2: CC1C(C(CC(O1)OC2CC(CC3=C2C(=C4C(=C3O)C(=O)C5=C(C4=O)C(=CC=C5)OC)O)(C(=O)CO)O)N)O.Cl. Cell line: SK-MEL-5. Synergy scores: CSS=55.7, Synergy_ZIP=1.39, Synergy_Bliss=5.42, Synergy_Loewe=3.47, Synergy_HSA=6.41. (3) Drug 1: C1C(C(OC1N2C=C(C(=O)NC2=O)F)CO)O. Drug 2: CCCCC(=O)OCC(=O)C1(CC(C2=C(C1)C(=C3C(=C2O)C(=O)C4=C(C3=O)C=CC=C4OC)O)OC5CC(C(C(O5)C)O)NC(=O)C(F)(F)F)O. Cell line: PC-3. Synergy scores: CSS=43.0, Synergy_ZIP=-1.46, Synergy_Bliss=-1.91, Synergy_Loewe=-1.98, Synergy_HSA=-1.61. (4) Drug 2: C1=CC(=CC=C1C#N)C(C2=CC=C(C=C2)C#N)N3C=NC=N3. Synergy scores: CSS=12.5, Synergy_ZIP=0.829, Synergy_Bliss=7.61, Synergy_Loewe=-4.86, Synergy_HSA=2.99. Cell line: MDA-MB-435. Drug 1: CC(C1=C(C=CC(=C1Cl)F)Cl)OC2=C(N=CC(=C2)C3=CN(N=C3)C4CCNCC4)N. (5) Drug 1: CCCCCOC(=O)NC1=NC(=O)N(C=C1F)C2C(C(C(O2)C)O)O. Drug 2: CN(C(=O)NC(C=O)C(C(C(CO)O)O)O)N=O. Cell line: TK-10. Synergy scores: CSS=0.953, Synergy_ZIP=0.268, Synergy_Bliss=1.20, Synergy_Loewe=0.0209, Synergy_HSA=0.216. (6) Drug 1: CCC1=CC2CC(C3=C(CN(C2)C1)C4=CC=CC=C4N3)(C5=C(C=C6C(=C5)C78CCN9C7C(C=CC9)(C(C(C8N6C)(C(=O)OC)O)OC(=O)C)CC)OC)C(=O)OC.C(C(C(=O)O)O)(C(=O)O)O. Drug 2: CC1C(C(CC(O1)OC2CC(CC3=C2C(=C4C(=C3O)C(=O)C5=C(C4=O)C(=CC=C5)OC)O)(C(=O)CO)O)N)O.Cl. Cell line: A549. Synergy scores: CSS=34.1, Synergy_ZIP=-0.732, Synergy_Bliss=-2.58, Synergy_Loewe=-7.98, Synergy_HSA=-2.23.